Task: Predict which catalyst facilitates the given reaction.. Dataset: Catalyst prediction with 721,799 reactions and 888 catalyst types from USPTO Reactant: [CH:1]([Mg]Br)=[CH2:2].[CH:5]1[C:14]2[C:9](=[CH:10][CH:11]=[CH:12][CH:13]=2)[CH:8]=[CH:7][C:6]=1[CH:15]=[O:16].Cl. Product: [CH:5]1[C:14]2[C:9](=[CH:10][CH:11]=[CH:12][CH:13]=2)[CH:8]=[CH:7][C:6]=1[CH:15]([OH:16])[CH:1]=[CH2:2]. The catalyst class is: 1.